Dataset: Forward reaction prediction with 1.9M reactions from USPTO patents (1976-2016). Task: Predict the product of the given reaction. (1) Given the reactants [CH2:1]([N:3]([CH2:16][CH3:17])[C:4](=[O:15])[C:5]1[CH:10]=[CH:9][C:8](F)=[C:7]([N+:12]([O-:14])=[O:13])[CH:6]=1)[CH3:2].Cl.[CH3:19][NH2:20], predict the reaction product. The product is: [CH2:1]([N:3]([CH2:16][CH3:17])[C:4](=[O:15])[C:5]1[CH:10]=[CH:9][C:8]([NH:20][CH3:19])=[C:7]([N+:12]([O-:14])=[O:13])[CH:6]=1)[CH3:2]. (2) Given the reactants [CH3:1][O:2][C:3]([C:5]1[C:13]([NH:14][C:15]2[CH:20]=[CH:19][C:18]([Br:21])=[CH:17][C:16]=2[Cl:22])=[C:12]([F:23])[C:8]2[N:9]=[CH:10][NH:11][C:7]=2[CH:6]=1)=[O:4].[C:24](=[O:27])([O-])[O-].[K+].[K+], predict the reaction product. The product is: [CH3:1][O:2][C:3]([C:5]1[C:13]([NH:14][C:15]2[CH:20]=[CH:19][C:18]([Br:21])=[CH:17][C:16]=2[Cl:22])=[C:12]([F:23])[C:8]2[N:9]=[CH:10][N:11]([CH2:7][CH:6]3[CH2:5][CH2:13][CH2:12][CH2:24][O:27]3)[C:7]=2[CH:6]=1)=[O:4].